Dataset: TCR-epitope binding with 47,182 pairs between 192 epitopes and 23,139 TCRs. Task: Binary Classification. Given a T-cell receptor sequence (or CDR3 region) and an epitope sequence, predict whether binding occurs between them. (1) The epitope is LLWNGPMAV. The TCR CDR3 sequence is CASSPRQGNDEQYF. Result: 1 (the TCR binds to the epitope). (2) The epitope is RLQSLQTYV. The TCR CDR3 sequence is CASSLGETYEQYF. Result: 0 (the TCR does not bind to the epitope). (3) The epitope is VTIAEILLI. The TCR CDR3 sequence is CASSQRPTGSYSPLHF. Result: 1 (the TCR binds to the epitope). (4) The TCR CDR3 sequence is CASSPDRGDTQYF. The epitope is VLQAVGACV. Result: 0 (the TCR does not bind to the epitope). (5) The epitope is KPLEFGATSAAL. The TCR CDR3 sequence is CASSSWEGQDGSYEQYF. Result: 1 (the TCR binds to the epitope).